Dataset: Catalyst prediction with 721,799 reactions and 888 catalyst types from USPTO. Task: Predict which catalyst facilitates the given reaction. (1) Reactant: [NH:1]1[C:11]2[C:6](=[CH:7][CH:8]=[CH:9][CH:10]=2)[C:4](=O)[C:2]1=[O:3].[NH2:12][C:13]1[CH:14]=[C:15]2[C:19](=[CH:20][CH:21]=1)[NH:18][N:17]=[CH:16]2. Product: [NH:18]1[C:19]2[C:15](=[CH:14][C:13]([N:12]=[C:4]3[C:6]4[C:11](=[CH:10][CH:9]=[CH:8][CH:7]=4)[NH:1][C:2]3=[O:3])=[CH:21][CH:20]=2)[CH:16]=[N:17]1. The catalyst class is: 52. (2) Reactant: Br[C:2]1[CH:3]=[C:4]([NH:8][CH:9]([C:13]2[CH:18]=[C:17]([F:19])[CH:16]=[CH:15][C:14]=2[F:20])[C:10]([NH2:12])=[O:11])[CH:5]=[N:6][CH:7]=1.C([O-])([O-])=O.[K+].[K+].[Cl:27][C:28]1[CH:29]=[CH:30][C:31]([F:37])=[C:32](B(O)O)[CH:33]=1. Product: [Cl:27][C:28]1[CH:33]=[CH:32][C:31]([F:37])=[C:30]([C:2]2[CH:3]=[C:4]([NH:8][CH:9]([C:13]3[CH:18]=[C:17]([F:19])[CH:16]=[CH:15][C:14]=3[F:20])[C:10]([NH2:12])=[O:11])[CH:5]=[N:6][CH:7]=2)[CH:29]=1. The catalyst class is: 108. (3) Reactant: O[Li].O.C([O:6][C:7](=[O:25])[CH2:8][C:9]([NH:11][C:12]1[CH:17]=[CH:16][C:15]([N:18]2[CH:23]=[CH:22][CH:21]=[CH:20][C:19]2=[O:24])=[CH:14][CH:13]=1)=[O:10])C. Product: [O:24]=[C:19]1[CH:20]=[CH:21][CH:22]=[CH:23][N:18]1[C:15]1[CH:14]=[CH:13][C:12]([NH:11][C:9](=[O:10])[CH2:8][C:7]([OH:25])=[O:6])=[CH:17][CH:16]=1. The catalyst class is: 200.